Predict the reaction yield, written as a fraction of the theoretical maximum amount of product (1.0 means a 100% yield; for example, 0.34 means a 34% yield). From a dataset of Reaction yield outcomes from USPTO patents with 853,638 reactions. (1) The reactants are [CH3:1][C:2]1[CH:3]([C:8]([O:10][CH2:11][CH3:12])=[O:9])[CH2:4][C:5](=[O:7])[CH:6]=1. The catalyst is [Pd].CCOC(C)=O. The product is [CH3:1][CH:2]1[CH2:6][C:5](=[O:7])[CH2:4][CH:3]1[C:8]([O:10][CH2:11][CH3:12])=[O:9]. The yield is 0.990. (2) The reactants are Cl.[CH2:2]1[C:5]2([CH2:9][CH2:8][O:7][CH2:6]2)[CH2:4][NH:3]1.C(N(CC)CC)C.[CH3:17][C:18]1[CH:25]=[C:24]([O:26][CH:27]2[CH2:30][N:29]([C:31]([C:33]3[O:34][C:35]([C:38]4[CH:43]=[CH:42][CH:41]=[CH:40][CH:39]=4)=[N:36][N:37]=3)=[O:32])[CH2:28]2)[CH:23]=[CH:22][C:19]=1[CH:20]=O.[Na].C([O-])(O)=O.[Na+]. The catalyst is ClCCl. The product is [CH2:2]1[C:5]2([CH2:9][CH2:8][O:7][CH2:6]2)[CH2:4][N:3]1[CH2:20][C:19]1[CH:22]=[CH:23][C:24]([O:26][CH:27]2[CH2:30][N:29]([C:31]([C:33]3[O:34][C:35]([C:38]4[CH:43]=[CH:42][CH:41]=[CH:40][CH:39]=4)=[N:36][N:37]=3)=[O:32])[CH2:28]2)=[CH:25][C:18]=1[CH3:17]. The yield is 0.400. (3) The reactants are Cl[C:2]1[CH:7]=[CH:6][NH:5][C:4](=[O:8])[C:3]=1[C:9]1[NH:27][C:12]2=[CH:13][C:14]3[C:15](=[O:26])[N:16]([CH2:21][CH2:22][N:23]([CH3:25])[CH3:24])[C:17](=[O:20])[C:18]=3[CH:19]=[C:11]2[N:10]=1.[F:28][C:29]1[CH:30]=[CH:31][C:32]([CH3:39])=[C:33]([CH2:35][C@@H:36]([NH2:38])[CH3:37])[CH:34]=1.C(N(CC)C(C)C)(C)C. The catalyst is C(O)CCC. The product is [F:28][C:29]1[CH:30]=[CH:31][C:32]([CH3:39])=[C:33]([CH2:35][CH:36]([NH:38][C:2]2[CH:7]=[CH:6][NH:5][C:4](=[O:8])[C:3]=2[C:9]2[NH:27][C:12]3=[CH:13][C:14]4[C:15](=[O:26])[N:16]([CH2:21][CH2:22][N:23]([CH3:25])[CH3:24])[C:17](=[O:20])[C:18]=4[CH:19]=[C:11]3[N:10]=2)[CH3:37])[CH:34]=1. The yield is 0.843. (4) The catalyst is C(OC)(OC)OC. The yield is 0.900. The product is [N:10]1([C:7]2[CH:6]=[CH:5][C:4]([C:3]([O:2][CH3:1])=[O:18])=[CH:9][CH:8]=2)[C:11]2[CH:16]=[CH:15][CH:14]=[CH:13][C:12]=2[N:17]=[CH:19]1. The reactants are [CH3:1][O:2][C:3](=[O:18])[C:4]1[CH:9]=[CH:8][C:7]([NH:10][C:11]2[CH:16]=[CH:15][CH:14]=[CH:13][C:12]=2[NH2:17])=[CH:6][CH:5]=1.[CH:19](O)=O.